Task: Predict the product of the given reaction.. Dataset: Forward reaction prediction with 1.9M reactions from USPTO patents (1976-2016) The product is: [NH2:28][N:29]1[C:21]([C:18]2([CH3:20])[O:17][N:16]=[C:15]([C:9]3[CH:10]=[CH:11][C:12]([O:13][CH3:14])=[C:7]([O:6][CH:1]4[CH2:2][CH2:3][CH2:4][CH2:5]4)[CH:8]=3)[CH2:19]2)=[N:22][N:23]=[C:24]1[SH:26]. Given the reactants [CH:1]1([O:6][C:7]2[CH:8]=[C:9]([C:15]3[CH2:19][C:18]([C:21]4O[C:24](=[S:26])[NH:23][N:22]=4)([CH3:20])[O:17][N:16]=3)[CH:10]=[CH:11][C:12]=2[O:13][CH3:14])[CH2:5][CH2:4][CH2:3][CH2:2]1.O.[NH2:28][NH2:29], predict the reaction product.